Dataset: Full USPTO retrosynthesis dataset with 1.9M reactions from patents (1976-2016). Task: Predict the reactants needed to synthesize the given product. (1) Given the product [Br:1][CH:10]([C:8]1[CH:7]=[CH:6][N:5]=[C:4]([Cl:3])[CH:9]=1)[C:11](=[O:13])[CH3:12], predict the reactants needed to synthesize it. The reactants are: [Br:1]Br.[Cl:3][C:4]1[CH:9]=[C:8]([CH2:10][C:11](=[O:13])[CH3:12])[CH:7]=[CH:6][N:5]=1. (2) Given the product [CH:24]1([C:4]2[N:5]3[C:10]4[CH:11]=[CH:12][NH:13][C:9]=4[N:8]=[CH:7][C:6]3=[C:2]([C:30]3[CH:35]=[CH:34][CH:33]=[CH:32][CH:31]=3)[N:3]=2)[CH2:25][CH2:26][CH2:27][CH2:28][CH2:29]1, predict the reactants needed to synthesize it. The reactants are: Br[C:2]1[N:3]=[C:4]([CH:24]2[CH2:29][CH2:28][CH2:27][CH2:26][CH2:25]2)[N:5]2[C:10]3[CH:11]=[CH:12][N:13](S(C4C=CC(C)=CC=4)(=O)=O)[C:9]=3[N:8]=[CH:7][C:6]=12.[C:30]1(B(O)O)[CH:35]=[CH:34][CH:33]=[CH:32][CH:31]=1.C([O-])([O-])=O.[Na+].[Na+].